Dataset: Orexin1 receptor HTS with 218,158 compounds and 233 confirmed actives. Task: Binary Classification. Given a drug SMILES string, predict its activity (active/inactive) in a high-throughput screening assay against a specified biological target. (1) The drug is o1nc(n2nnc(c2CN(c2ccccc2)C)C(=O)N\N=C\c2cc(O)ccc2)c(n1)N. The result is 1 (active). (2) The molecule is S(=O)(=O)(N(CC(=O)NCc1sccc1)c1ccc(OC)cc1)c1c(n(nc1C)C)C. The result is 0 (inactive).